Dataset: Catalyst prediction with 721,799 reactions and 888 catalyst types from USPTO. Task: Predict which catalyst facilitates the given reaction. Reactant: [NH2:1][CH2:2][CH:3]([OH:14])[CH2:4][O:5][C:6]1[CH:11]=[CH:10][C:9]([F:12])=[C:8]([F:13])[CH:7]=1.Cl[C:16]([O:18][CH2:19][C:20]1[CH:25]=[CH:24][CH:23]=[CH:22][CH:21]=1)=[O:17].C(N(CC)C(C)C)(C)C.CN(C=O)C. Product: [F:13][C:8]1[CH:7]=[C:6]([CH:11]=[CH:10][C:9]=1[F:12])[O:5][CH2:4][CH:3]([OH:14])[CH2:2][NH:1][C:16](=[O:17])[O:18][CH2:19][C:20]1[CH:25]=[CH:24][CH:23]=[CH:22][CH:21]=1. The catalyst class is: 527.